This data is from hERG potassium channel inhibition data for cardiac toxicity prediction from Karim et al.. The task is: Regression/Classification. Given a drug SMILES string, predict its toxicity properties. Task type varies by dataset: regression for continuous values (e.g., LD50, hERG inhibition percentage) or binary classification for toxic/non-toxic outcomes (e.g., AMES mutagenicity, cardiotoxicity, hepatotoxicity). Dataset: herg_karim. (1) The compound is CC(C)OC[C@H](Oc1ncnc2c1cnn2-c1ncccc1Cl)C(=O)Nc1ccc(C#N)cn1. The result is 0 (non-blocker). (2) The drug is COc1cc(N2CCN(CCO)CC2)ccc1Nc1ncc(Cl)c(-c2cnc3ccccn23)n1. The result is 1 (blocker). (3) The molecule is O=C(O)[C@H](Cc1ccccc1)N1CCC(CN2CCC(Oc3ccc(CO)c(Cl)c3)CC2)CC1. The result is 0 (non-blocker). (4) The molecule is Nc1c(-c2ccc([C@H]3CC[C@H](CC(=O)O)CC3)cc2)cnc2ccnn12. The result is 0 (non-blocker). (5) The molecule is CCN(CC)C(=O)c1ccc(C2CC3(CCNCC3)Oc3ccccc32)cc1. The result is 1 (blocker). (6) The compound is CC(C)Oc1cc([C@@](Cc2ccccc2)(NC[C@@H](O)CC(F)(F)F)c2cc(F)cc(OC(F)(F)C(F)F)c2)ccc1F. The result is 0 (non-blocker). (7) The molecule is CN1CCN(c2cccc(Nc3nc4c(-c5ccc(S(C)(=O)=O)cc5)cccn4n3)c2)CC1. The result is 0 (non-blocker). (8) The molecule is C[C@@H](C(=O)Nc1ccc(C[C@@H]2CC[C@H]([C@H](O)c3ccccc3)N2)cc1)n1ncccc1=O. The result is 0 (non-blocker). (9) The compound is O=C1COc2ccc(CNC34CCC(C[C@@]5(O)Cn6c(=O)c(F)cc7ncc(F)c5c76)(CC3)OC4)nc2N1. The result is 0 (non-blocker).